Dataset: Forward reaction prediction with 1.9M reactions from USPTO patents (1976-2016). Task: Predict the product of the given reaction. (1) Given the reactants [NH2:1][C:2]([CH3:37])([CH3:36])[CH2:3][O:4][C:5]1[CH:10]=[CH:9][C:8]([NH:11][C:12]2[CH:17]=[CH:16][C:15]([CH2:18][CH2:19][NH:20][CH2:21][C@@H:22]([C:24]3[CH:33]=[CH:32][C:31]([OH:34])=[C:30]4[C:25]=3[CH:26]=[CH:27][C:28](=[O:35])[NH:29]4)[OH:23])=[CH:14][CH:13]=2)=[CH:7][CH:6]=1.[C:38]1([C:44]2[CH:54]=[CH:53][C:47]([CH:48]=[CH:49][C:50]([OH:52])=[O:51])=[CH:46][CH:45]=2)[CH:43]=[CH:42][CH:41]=[CH:40][CH:39]=1, predict the reaction product. The product is: [C:38]1([C:44]2[CH:45]=[CH:46][C:47]([CH:48]=[CH:49][C:50]([OH:52])=[O:51])=[CH:53][CH:54]=2)[CH:39]=[CH:40][CH:41]=[CH:42][CH:43]=1.[C:38]1([C:44]2[CH:45]=[CH:46][C:47]([CH:48]=[CH:49][C:50]([OH:52])=[O:51])=[CH:53][CH:54]=2)[CH:39]=[CH:40][CH:41]=[CH:42][CH:43]=1.[NH2:1][C:2]([CH3:37])([CH3:36])[CH2:3][O:4][C:5]1[CH:10]=[CH:9][C:8]([NH:11][C:12]2[CH:13]=[CH:14][C:15]([CH2:18][CH2:19][NH:20][CH2:21][C@@H:22]([C:24]3[CH:33]=[CH:32][C:31]([OH:34])=[C:30]4[C:25]=3[CH:26]=[CH:27][C:28](=[O:35])[NH:29]4)[OH:23])=[CH:16][CH:17]=2)=[CH:7][CH:6]=1. (2) Given the reactants C(NC1C(=O)OC2C(C=1)=CC(N)=CC=2)(=O)C.[N+:17]([C:20]1[CH:21]=[C:22]2[C:27](=[CH:28][CH:29]=1)[O:26][C:25](=[O:30])[C:24]([C:31]1[CH:36]=[CH:35][C:34]([N+:37]([O-])=O)=[CH:33][CH:32]=1)=[CH:23]2)([O-])=O.[BH4-].[Na+], predict the reaction product. The product is: [NH2:17][C:20]1[CH:21]=[C:22]2[C:27](=[CH:28][CH:29]=1)[O:26][C:25](=[O:30])[C:24]([C:31]1[CH:36]=[CH:35][C:34]([NH2:37])=[CH:33][CH:32]=1)=[CH:23]2. (3) Given the reactants [Cl:1][C:2]1[CH:7]=[CH:6][C:5]([C:8]2[C:13](=[O:14])[NH:12][N:11]3[C:15](=[O:18])[NH:16][N:17]=[C:10]3[C:9]=2[C:19]2[CH:24]=[CH:23][N:22]=[CH:21][CH:20]=2)=[CH:4][CH:3]=1.C([O-])([O-])=O.[K+].[K+].Br[CH2:32][C:33]1[CH:40]=[CH:39][C:36]([C:37]#[N:38])=[CH:35][CH:34]=1, predict the reaction product. The product is: [Cl:1][C:2]1[CH:7]=[CH:6][C:5]([C:8]2[C:13](=[O:14])[N:12]([CH2:32][C:33]3[CH:40]=[CH:39][C:36]([C:37]#[N:38])=[CH:35][CH:34]=3)[N:11]3[C:15](=[O:18])[NH:16][N:17]=[C:10]3[C:9]=2[C:19]2[CH:24]=[CH:23][N:22]=[CH:21][CH:20]=2)=[CH:4][CH:3]=1. (4) Given the reactants [CH:1]1([NH:7][C:8]2[N:13]=[C:12]([C:14]3[C:22]4[C:17](=[N:18][CH:19]=[CH:20][CH:21]=4)[NH:16][CH:15]=3)[CH:11]=[CH:10][N:9]=2)[CH2:6][CH2:5][CH2:4][CH2:3][CH2:2]1.[CH3:23][S:24](Cl)(=[O:26])=[O:25], predict the reaction product. The product is: [CH:1]1([NH:7][C:8]2[N:13]=[C:12]([C:14]3[C:22]4[C:17](=[N:18][CH:19]=[CH:20][CH:21]=4)[N:16]([S:24]([CH3:23])(=[O:26])=[O:25])[CH:15]=3)[CH:11]=[CH:10][N:9]=2)[CH2:2][CH2:3][CH2:4][CH2:5][CH2:6]1.